Dataset: Drug-induced liver injury (DILI) classification data. Task: Regression/Classification. Given a drug SMILES string, predict its toxicity properties. Task type varies by dataset: regression for continuous values (e.g., LD50, hERG inhibition percentage) or binary classification for toxic/non-toxic outcomes (e.g., AMES mutagenicity, cardiotoxicity, hepatotoxicity). Dataset: dili. (1) The compound is c1ccc2c(c1)Nc1ccccc1S2. The result is 1 (causes liver injury). (2) The molecule is Nc1[nH]c(=O)ncc1F. The result is 1 (causes liver injury). (3) The compound is CNC(C)C1CCC(N)C(OC2C(N)CC(N)C(OC3OCC(C)(O)C(NC)C3O)C2O)O1. The result is 0 (no liver injury). (4) The molecule is CCN(CC)CCNC(=O)c1c(C)[nH]c(C=C2C(=O)Nc3ccc(F)cc32)c1C. The result is 1 (causes liver injury). (5) The molecule is CNC(=O)Oc1ccc2c(c1)C1(C)CCN(C)C1N2C. The result is 0 (no liver injury).